Dataset: Forward reaction prediction with 1.9M reactions from USPTO patents (1976-2016). Task: Predict the product of the given reaction. (1) Given the reactants C(OC([N:8]1[CH2:13][CH2:12][C@H:11]([C:14]2[N:15]([CH2:27][CH2:28][N:29]3[CH2:32][CH2:31][CH2:30]3)[CH:16]=[C:17]([C:19]3[CH:24]=[CH:23][C:22]([F:25])=[C:21]([CH3:26])[CH:20]=3)[N:18]=2)[C@H:10]([F:33])[CH2:9]1)=O)(C)(C)C.[ClH:34].O1CCOCC1, predict the reaction product. The product is: [ClH:34].[ClH:34].[ClH:34].[ClH:34].[N:29]1([CH2:28][CH2:27][N:15]2[CH:16]=[C:17]([C:19]3[CH:24]=[CH:23][C:22]([F:25])=[C:21]([CH3:26])[CH:20]=3)[N:18]=[C:14]2[C@H:11]2[CH2:12][CH2:13][NH:8][CH2:9][C@H:10]2[F:33])[CH2:32][CH2:31][CH2:30]1. (2) Given the reactants [Br:1][C:2]1[CH:3]=[CH:4][C:5]2[N:6]([C:8]([C:11]3[CH:20]=[CH:19][C:18]4[C:13](=[C:14]([O:21][CH2:22][C:23]([CH3:34])([CH3:33])[CH2:24][NH:25]C(=O)OC(C)(C)C)[CH:15]=[CH:16][CH:17]=4)[N:12]=3)=[N:9][N:10]=2)[CH:7]=1.C(O)(C(F)(F)F)=O.[Cl:42]CCl, predict the reaction product. The product is: [ClH:42].[ClH:42].[Br:1][C:2]1[CH:3]=[CH:4][C:5]2[N:6]([C:8]([C:11]3[CH:20]=[CH:19][C:18]4[C:13](=[C:14]([O:21][CH2:22][C:23]([CH3:34])([CH3:33])[CH2:24][NH2:25])[CH:15]=[CH:16][CH:17]=4)[N:12]=3)=[N:9][N:10]=2)[CH:7]=1. (3) Given the reactants [CH2:1]([S:8]([N:11]1[CH2:16][CH2:15][CH:14]([CH2:17][N:18]2[C:26]3[C:21](=[N:22][C:23]([C:27]4[CH:28]=[N:29][N:30](C5CCCCO5)[CH:31]=4)=[CH:24][CH:25]=3)[CH:20]=[CH:19]2)[CH2:13][CH2:12]1)(=[O:10])=[O:9])[C:2]1[CH:7]=[CH:6][CH:5]=[CH:4][CH:3]=1.O.C1(C)C=CC(S(O)(=O)=O)=CC=1, predict the reaction product. The product is: [CH2:1]([S:8]([N:11]1[CH2:16][CH2:15][CH:14]([CH2:17][N:18]2[C:26]3[C:21](=[N:22][C:23]([C:27]4[CH:28]=[N:29][NH:30][CH:31]=4)=[CH:24][CH:25]=3)[CH:20]=[CH:19]2)[CH2:13][CH2:12]1)(=[O:10])=[O:9])[C:2]1[CH:3]=[CH:4][CH:5]=[CH:6][CH:7]=1. (4) Given the reactants [CH2:1]([C:3]1[S:4][C:5]([CH:10]2[CH2:15][CH2:14][S:13][CH2:12][CH2:11]2)=[CH:6][C:7]=1[CH:8]=[O:9])[CH3:2].[CH:16]1([Mg]Br)[CH2:21][CH2:20][CH2:19][CH2:18][CH2:17]1.O1CCCC1.[Cl-].[NH4+], predict the reaction product. The product is: [CH:16]1([CH:8]([C:7]2[CH:6]=[C:5]([CH:10]3[CH2:15][CH2:14][S:13][CH2:12][CH2:11]3)[S:4][C:3]=2[CH2:1][CH3:2])[OH:9])[CH2:21][CH2:20][CH2:19][CH2:18][CH2:17]1. (5) The product is: [Br:1][CH2:2][C:3]1([CH2:17][Br:20])[CH2:6][N:5]([S:7]([C:10]2[CH:15]=[CH:14][C:13]([CH3:16])=[CH:12][CH:11]=2)(=[O:9])=[O:8])[CH2:4]1. Given the reactants [Br:1][CH2:2][C:3]1([CH2:17]O)[CH2:6][N:5]([S:7]([C:10]2[CH:15]=[CH:14][C:13]([CH3:16])=[CH:12][CH:11]=2)(=[O:9])=[O:8])[CH2:4]1.C(Br)(Br)(Br)[Br:20].C1C=CC(P(C2C=CC=CC=2)C2C=CC=CC=2)=CC=1, predict the reaction product. (6) Given the reactants [NH2:1][C:2]1[N:7]=[C:6]([NH2:8])[C:5]([O:9][C:10]2[C:11]([CH:20]([CH3:22])[CH3:21])=[CH:12][C:13]([O:18][CH3:19])=[C:14]([CH:17]=2)[C:15]#[N:16])=[CH:4][N:3]=1.[OH-:23].[Na+], predict the reaction product. The product is: [NH2:1][C:2]1[N:7]=[C:6]([NH2:8])[C:5]([O:9][C:10]2[C:11]([CH:20]([CH3:22])[CH3:21])=[CH:12][C:13]([O:18][CH3:19])=[C:14]([CH:17]=2)[C:15]([NH2:16])=[O:23])=[CH:4][N:3]=1. (7) Given the reactants [OH-].[K+].[CH2:3]1[CH:5]2[CH2:6][C:7]3[C:8]([C:12]([O:14][CH2:15][CH3:16])=[O:13])=[N:9][NH:10][C:11]=3[CH:4]12.Br[CH2:18][CH:19]1[CH2:24][CH2:23][O:22][CH2:21][CH2:20]1.CC(OCC1C2C(=CC=CC=2)C(COC(C)=O)=C2C=1C=CC=C2)=O, predict the reaction product. The product is: [O:22]1[CH2:23][CH2:24][CH:19]([CH2:18][N:10]2[C:11]3[C@@H:4]4[CH2:3][C@@H:5]4[CH2:6][C:7]=3[C:8]([C:12]([O:14][CH2:15][CH3:16])=[O:13])=[N:9]2)[CH2:20][CH2:21]1. (8) Given the reactants [BH4-].[Na+].[F:3][C:4]1[CH:9]=[CH:8][C:7]([C@@H:10]([NH:12][CH2:13][C:14](=[O:16])[CH3:15])[CH3:11])=[CH:6][CH:5]=1, predict the reaction product. The product is: [F:3][C:4]1[CH:5]=[CH:6][C:7]([C@@H:10]([NH:12][CH2:13][CH:14]([OH:16])[CH3:15])[CH3:11])=[CH:8][CH:9]=1.